Dataset: Full USPTO retrosynthesis dataset with 1.9M reactions from patents (1976-2016). Task: Predict the reactants needed to synthesize the given product. (1) Given the product [C:1]([C:9]1[CH:14]=[C:13]([CH:23]=[CH2:24])[CH:12]=[CH:11][C:10]=1[NH:16][C:17](=[O:22])[C:18]([F:21])([F:20])[F:19])(=[O:8])[C:2]1[CH:7]=[CH:6][CH:5]=[CH:4][CH:3]=1, predict the reactants needed to synthesize it. The reactants are: [C:1]([C:9]1[CH:14]=[C:13](Br)[CH:12]=[CH:11][C:10]=1[NH:16][C:17](=[O:22])[C:18]([F:21])([F:20])[F:19])(=[O:8])[C:2]1[CH:7]=[CH:6][CH:5]=[CH:4][CH:3]=1.[CH2:23]([Sn](CCCC)(CCCC)C=C)[CH2:24]CC. (2) Given the product [CH2:23]([C:22]1[C:11]2[CH:10]=[CH:9][S:8][C:7]=2[C:3]2[S:4][CH:5]=[CH:6][C:2]=2[C:21]=1[CH2:20][CH2:19][CH2:18][CH2:17][CH2:16][CH2:15][CH2:14][CH3:13])[CH2:24][CH2:25][CH2:26][CH2:27][CH2:28][CH2:29][CH3:30], predict the reactants needed to synthesize it. The reactants are: I[C:2]1[CH:6]=[CH:5][S:4][C:3]=1[C:7]1[S:8][CH:9]=[CH:10][C:11]=1I.[CH3:13][CH2:14][CH2:15][CH2:16][CH2:17][CH2:18][CH2:19][CH2:20][C:21]#[C:22][CH2:23][CH2:24][CH2:25][CH2:26][CH2:27][CH2:28][CH2:29][CH3:30].C(N(CCCC)CCCC)CCC. (3) Given the product [CH2:1]([O:3][C:4](=[O:17])[C:5]([O:7][C:8]1[CH:13]=[CH:12][CH:11]=[C:10]([N:14]([C:28](=[O:29])[CH2:27][C:26]2[C:21]([CH:18]3[CH2:19][CH2:20]3)=[N:22][C:23]([C:31]3[CH:32]=[CH:33][C:34]([C:37]([F:40])([F:39])[F:38])=[CH:35][CH:36]=3)=[N:24][CH:25]=2)[CH3:15])[CH:9]=1)([CH3:16])[CH3:6])[CH3:2], predict the reactants needed to synthesize it. The reactants are: [CH2:1]([O:3][C:4](=[O:17])[C:5]([CH3:16])([O:7][C:8]1[CH:13]=[CH:12][CH:11]=[C:10]([NH:14][CH3:15])[CH:9]=1)[CH3:6])[CH3:2].[CH:18]1([C:21]2[C:26]([CH2:27][C:28](O)=[O:29])=[CH:25][N:24]=[C:23]([C:31]3[CH:36]=[CH:35][C:34]([C:37]([F:40])([F:39])[F:38])=[CH:33][CH:32]=3)[N:22]=2)[CH2:20][CH2:19]1.ClCC1C(C2CC2)=NC(C2C=CC(C(F)(F)F)=CC=2)=NC=1.